Dataset: Forward reaction prediction with 1.9M reactions from USPTO patents (1976-2016). Task: Predict the product of the given reaction. (1) Given the reactants [F:1][C:2]1[CH:3]=[C:4]([N:8]2[C@@:12]3([CH2:17][CH2:16][N:15](C(OCC4C=CC=CC=4)=O)[C@@H:14]([CH3:28])[CH2:13]3)[CH2:11][N:10]([CH3:29])[S:9]2(=[O:31])=[O:30])[CH:5]=[CH:6][CH:7]=1.FC1C=C(N2C3(CCN[C@@H](C)C3)CNS2(=O)=O)C=CC=1.FC1C=C(N2C3(CCN(C(OCC4C=CC=CC=4)=O)[C@@H](C)C3)CNS2(=O)=O)C=CC=1, predict the reaction product. The product is: [F:1][C:2]1[CH:3]=[C:4]([N:8]2[C@@:12]3([CH2:17][CH2:16][NH:15][C@@H:14]([CH3:28])[CH2:13]3)[CH2:11][N:10]([CH3:29])[S:9]2(=[O:31])=[O:30])[CH:5]=[CH:6][CH:7]=1. (2) Given the reactants [Cl:1][C:2]1[CH:7]=[CH:6][C:5]([C:8]#[N:9])=[CH:4][N:3]=1.OO.NC(N)=[O:14].FC(F)(F)C(OC(=O)C(F)(F)F)=O.S([O-])([O-])(=O)=S.[Na+].[Na+], predict the reaction product. The product is: [Cl:1][C:2]1[CH:7]=[CH:6][C:5]([C:8]#[N:9])=[CH:4][N+:3]=1[O-:14].